The task is: Predict the product of the given reaction.. This data is from Forward reaction prediction with 1.9M reactions from USPTO patents (1976-2016). (1) Given the reactants [Cl:1][C:2]1[C:7]2=[N:8][CH:9]=[C:10]([O:12][CH2:13][C:14]3OC=CN=3)[N:11]=[C:6]2[CH:5]=[CH:4][N:3]=1.Cl[C:20]1N=C2C=CN=C(Cl)C2=N[CH:25]=1.[CH2:31](O)C#CC, predict the reaction product. The product is: [Cl:1][C:2]1[C:7]2=[N:8][CH:9]=[C:10]([O:12][CH:13]([C:14]#[C:20][CH3:25])[CH3:31])[N:11]=[C:6]2[CH:5]=[CH:4][N:3]=1. (2) Given the reactants [CH3:1][O:2][C:3](=[O:14])[CH2:4][O:5][C:6]1[CH:11]=[CH:10][C:9]([F:12])=[C:8]([NH2:13])[CH:7]=1.C[O:16][C:17](=O)[CH:18]([CH2:23][C:24]1[CH:29]=[CH:28][C:27]([Cl:30])=[CH:26][C:25]=1[F:31])[C:19](=O)[CH2:20][CH3:21].O1CCOCC1, predict the reaction product. The product is: [CH3:1][O:2][C:3](=[O:14])[CH2:4][O:5][C:6]1[CH:11]=[CH:10][C:9]([F:12])=[C:8]2[C:7]=1[C:17](=[O:16])[C:18]([CH2:23][C:24]1[CH:29]=[CH:28][C:27]([Cl:30])=[CH:26][C:25]=1[F:31])=[C:19]([CH2:20][CH3:21])[NH:13]2. (3) Given the reactants Br[C:2]1[CH:7]=[CH:6][C:5]([S:8]([NH:11][CH2:12][CH:13]2[CH2:15][CH2:14]2)(=[O:10])=[O:9])=[C:4]([C:16]([F:19])([F:18])[F:17])[CH:3]=1.[C:20]([C:22]1[N:26]([CH3:27])[C:25](B(O)O)=[CH:24][CH:23]=1)#[N:21].[F-].[K+], predict the reaction product. The product is: [C:20]([C:22]1[N:26]([CH3:27])[C:25]([C:2]2[CH:7]=[CH:6][C:5]([S:8]([NH:11][CH2:12][CH:13]3[CH2:15][CH2:14]3)(=[O:10])=[O:9])=[C:4]([C:16]([F:19])([F:18])[F:17])[CH:3]=2)=[CH:24][CH:23]=1)#[N:21]. (4) Given the reactants [F:1][C:2]([F:15])([F:14])[C:3]1[CH:13]=[CH:12][C:6](/[CH:7]=[CH:8]/[C:9]([OH:11])=O)=[CH:5][CH:4]=1.ClC(N(C)C)=C(C)C.CCN(C(C)C)C(C)C.[CH2:33]([N:40]1[CH2:45][CH2:44][N:43]([C:46](=[O:68])[C@@H:47]([NH:55][CH2:56][C:57]2[CH:62]=[CH:61][C:60]([O:63][CH2:64][CH2:65][CH2:66][CH3:67])=[CH:59][CH:58]=2)[CH2:48][C:49]2[CH:54]=[CH:53][CH:52]=[CH:51][CH:50]=2)[CH2:42][CH2:41]1)[C:34]1[CH:39]=[CH:38][CH:37]=[CH:36][CH:35]=1, predict the reaction product. The product is: [CH2:48]([C@H:47]([N:55]([CH2:56][C:57]1[CH:58]=[CH:59][C:60]([O:63][CH2:64][CH2:65][CH2:66][CH3:67])=[CH:61][CH:62]=1)[C:9](=[O:11])[CH:8]=[CH:7][C:6]1[CH:5]=[CH:4][C:3]([C:2]([F:1])([F:15])[F:14])=[CH:13][CH:12]=1)[C:46]([N:43]1[CH2:42][CH2:41][N:40]([CH2:33][C:34]2[CH:39]=[CH:38][CH:37]=[CH:36][CH:35]=2)[CH2:45][CH2:44]1)=[O:68])[C:49]1[CH:50]=[CH:51][CH:52]=[CH:53][CH:54]=1. (5) Given the reactants Br[C:2]1[CH:7]=[C:6]([O:8][CH3:9])[CH:5]=[C:4]([Br:10])[CH:3]=1.[N:11]1[CH:16]=[CH:15][CH:14]=[C:13]([NH2:17])[CH:12]=1.N1C2C(=C(C3C=C(NC4C=NC=CC=4)C=C(OC)C=3)C=CC=2)C=C1, predict the reaction product. The product is: [Br:10][C:4]1[CH:3]=[C:2]([NH:17][C:13]2[CH:12]=[N:11][CH:16]=[CH:15][CH:14]=2)[CH:7]=[C:6]([O:8][CH3:9])[CH:5]=1. (6) Given the reactants Cl[C:2]1[CH:7]=[C:6]([C:8]2[CH:13]=[C:12]([N:14]3[CH2:19][CH2:18][CH2:17][CH2:16][CH2:15]3)[CH:11]=[CH:10][C:9]=2[N+:20]([O-:22])=[O:21])[N:5]=[CH:4][N:3]=1.[F:23][C:24]([F:35])([F:34])[C:25]1[CH:26]=[C:27]([CH:31]([NH2:33])[CH3:32])[CH:28]=[CH:29][CH:30]=1.C([O-])([O-])=O.[Cs+].[Cs+], predict the reaction product. The product is: [N+:20]([C:9]1[CH:10]=[CH:11][C:12]([N:14]2[CH2:19][CH2:18][CH2:17][CH2:16][CH2:15]2)=[CH:13][C:8]=1[C:6]1[N:5]=[CH:4][N:3]=[C:2]([NH:33][CH:31]([C:27]2[CH:28]=[CH:29][CH:30]=[C:25]([C:24]([F:23])([F:34])[F:35])[CH:26]=2)[CH3:32])[CH:7]=1)([O-:22])=[O:21]. (7) The product is: [CH:1]1([N:6]2[CH2:12][C:11]([F:14])([F:13])[C:10](=[O:15])[N:9]([CH3:16])[C:8]3[CH:17]=[N:18][C:19]([NH:21][C:22]4[CH:30]=[CH:29][C:25]([C:26]([N:48]5[CH2:49][CH2:50][CH2:51][CH2:52][CH2:47]5)=[O:28])=[CH:24][C:23]=4[O:31][CH3:32])=[N:20][C:7]2=3)[CH2:5][CH2:4][CH2:3][CH2:2]1. Given the reactants [CH:1]1([N:6]2[CH2:12][C:11]([F:14])([F:13])[C:10](=[O:15])[N:9]([CH3:16])[C:8]3[CH:17]=[N:18][C:19]([NH:21][C:22]4[CH:30]=[CH:29][C:25]([C:26]([OH:28])=O)=[CH:24][C:23]=4[O:31][CH3:32])=[N:20][C:7]2=3)[CH2:5][CH2:4][CH2:3][CH2:2]1.F[P-](F)(F)(F)(F)F.CN(C(N(C)C)=[N+]1[C:52]2[C:47](=[N:48][CH:49]=[CH:50][CH:51]=2)[N+]([O-])=N1)C.C(N(C(C)C)C(C)C)C.N1CCCCC1, predict the reaction product. (8) Given the reactants [CH2:1]([N:3]([CH2:20][CH3:21])[CH2:4][CH2:5][N:6]1[CH2:12][CH2:11][CH2:10][C:9]2[NH:13][C:14]([CH:17]=O)=[C:15]([CH3:16])[C:8]=2[C:7]1=[O:19])[CH3:2].[F:22][C:23]1[CH:24]=[C:25]2[C:29](=[CH:30][C:31]=1[NH:32][C:33](=[O:38])[C:34]([OH:37])([CH3:36])[CH3:35])[NH:28][C:27](=[O:39])[CH2:26]2, predict the reaction product. The product is: [CH2:1]([N:3]([CH2:20][CH3:21])[CH2:4][CH2:5][N:6]1[CH2:12][CH2:11][CH2:10][C:9]2[NH:13][C:14](/[CH:17]=[C:26]3\[C:27](=[O:39])[NH:28][C:29]4[C:25]\3=[CH:24][C:23]([F:22])=[C:31]([NH:32][C:33](=[O:38])[C:34]([OH:37])([CH3:35])[CH3:36])[CH:30]=4)=[C:15]([CH3:16])[C:8]=2[C:7]1=[O:19])[CH3:2].